Dataset: Full USPTO retrosynthesis dataset with 1.9M reactions from patents (1976-2016). Task: Predict the reactants needed to synthesize the given product. (1) The reactants are: [NH2:1][C:2]1[CH:3]=[C:4]([CH2:8][CH2:9][C:10]2[CH:15]=[CH:14][N:13]=[C:12]([NH:16][C:17](=[O:23])[O:18][C:19]([CH3:22])([CH3:21])[CH3:20])[CH:11]=2)[CH:5]=[CH:6][CH:7]=1.[Cl:24][C:25]1[N:30]=[C:29](Cl)[C:28]([Cl:32])=[CH:27][N:26]=1.C(=O)([O-])[O-].[K+].[K+]. Given the product [Cl:24][C:25]1[N:30]=[C:29]([NH:1][C:2]2[CH:3]=[C:4]([CH2:8][CH2:9][C:10]3[CH:15]=[CH:14][N:13]=[C:12]([NH:16][C:17](=[O:23])[O:18][C:19]([CH3:20])([CH3:22])[CH3:21])[CH:11]=3)[CH:5]=[CH:6][CH:7]=2)[C:28]([Cl:32])=[CH:27][N:26]=1, predict the reactants needed to synthesize it. (2) Given the product [Si:1]([O:8][C@H:9]1[C@H:14]([NH:15][C:16](=[O:22])[O:17][C:18]([CH3:21])([CH3:20])[CH3:19])[CH2:13][CH2:12][N:11]([CH2:24][CH2:25][OH:26])[CH2:10]1)([C:4]([CH3:7])([CH3:6])[CH3:5])([CH3:3])[CH3:2], predict the reactants needed to synthesize it. The reactants are: [Si:1]([O:8][C@H:9]1[C@H:14]([NH:15][C:16](=[O:22])[O:17][C:18]([CH3:21])([CH3:20])[CH3:19])[CH2:13][CH2:12][NH:11][CH2:10]1)([C:4]([CH3:7])([CH3:6])[CH3:5])([CH3:3])[CH3:2].Br[CH2:24][CH2:25][OH:26].C(N(C(C)C)C(C)C)C. (3) Given the product [CH2:1]([N:8]([CH2:46][C:47]1[CH:48]=[CH:49][CH:50]=[CH:51][CH:52]=1)[CH2:9][CH2:10][N:11]1[C:16]2[CH:17]=[C:18]([C:22]([N:23]([CH:24]([CH3:25])[CH3:26])[C@@H:27]3[CH2:32][CH2:31][CH2:30][N:29]([C:33]([O:35][C:36]([CH3:38])([CH3:39])[CH3:37])=[O:34])[CH2:28]3)=[O:40])[C:19]([CH3:21])=[CH:20][C:15]=2[O:14][C:13]([CH2:41][OH:42])([CH3:44])[C:12]1=[O:45])[C:2]1[CH:7]=[CH:6][CH:5]=[CH:4][CH:3]=1, predict the reactants needed to synthesize it. The reactants are: [CH2:1]([N:8]([CH2:46][C:47]1[CH:52]=[CH:51][CH:50]=[CH:49][CH:48]=1)[CH2:9][CH2:10][N:11]1[C:16]2[CH:17]=[C:18]([C:22](=[O:40])[N:23]([C@@H:27]3[CH2:32][CH2:31][CH2:30][N:29]([C:33]([O:35][C:36]([CH3:39])([CH3:38])[CH3:37])=[O:34])[CH2:28]3)[CH:24]([CH3:26])[CH3:25])[C:19]([CH3:21])=[CH:20][C:15]=2[O:14][C:13]([CH3:44])([C:41](O)=[O:42])[C:12]1=[O:45])[C:2]1[CH:7]=[CH:6][CH:5]=[CH:4][CH:3]=1.C(N(CC)CC)C.C(OC(Cl)=O)C(C)C. (4) Given the product [C:14]([NH2:18])(=[O:17])[CH:15]=[CH2:16].[C:1]([O:5][CH2:6][CH2:7][CH2:8][CH2:9][CH2:10][CH:11]([CH3:13])[CH3:12])(=[O:4])[CH:2]=[CH2:3].[C:19]([O:22][CH:23]=[CH2:24])(=[O:21])[CH3:20], predict the reactants needed to synthesize it. The reactants are: [C:1]([O:5][CH2:6][CH2:7][CH2:8][CH2:9][CH2:10][CH:11]([CH3:13])[CH3:12])(=[O:4])[CH:2]=[CH2:3].[C:14]([NH2:18])(=[O:17])[CH:15]=[CH2:16].[C:19]([O:22][CH:23]=[CH2:24])(=[O:21])[CH3:20].N(C(C)(CC(C)C)C#N)=NC(C)(CC(C)C)C#N.CC(N=NC(C#N)(C)C)(C#N)C. (5) Given the product [Si:22]([O:15][CH2:14][C@@H:13]([C:10]1[CH:11]=[CH:12][C:7]([Cl:6])=[C:8]([F:17])[CH:9]=1)[OH:16])([C:19]([CH3:21])([CH3:20])[CH3:18])([CH3:24])[CH3:23], predict the reactants needed to synthesize it. The reactants are: N1C=CN=C1.[Cl:6][C:7]1[CH:12]=[CH:11][C:10]([C@@H:13]([OH:16])[CH2:14][OH:15])=[CH:9][C:8]=1[F:17].[CH3:18][C:19]([Si:22](Cl)([CH3:24])[CH3:23])([CH3:21])[CH3:20]. (6) Given the product [OH:1][CH:6]1[CH2:5][O:4][CH2:3][CH:2]1[NH:9][NH:8][C:7]([O:11][C:12]([CH3:15])([CH3:14])[CH3:13])=[O:10], predict the reactants needed to synthesize it. The reactants are: [O:1]1[CH:6]2[CH:2]1[CH2:3][O:4][CH2:5]2.[C:7]([O:11][C:12]([CH3:15])([CH3:14])[CH3:13])(=[O:10])[NH:8][NH2:9]. (7) Given the product [OH:1][C:2]1[CH:3]=[CH:4][C:5]([CH:8]([CH3:14])[C:9]([O:11][CH2:12][CH3:13])=[O:10])=[CH:6][C:7]=1[N+:15]([O-:17])=[O:16], predict the reactants needed to synthesize it. The reactants are: [OH:1][C:2]1[CH:7]=[CH:6][C:5]([CH:8]([CH3:14])[C:9]([O:11][CH2:12][CH3:13])=[O:10])=[CH:4][CH:3]=1.[N+:15]([O-])([OH:17])=[O:16]. (8) Given the product [F:29][CH2:28][CH2:27][N:9]1[C:8]2[CH:30]=[CH:31][C:5]([C:3]([OH:4])=[O:2])=[CH:6][C:7]=2[N:11]=[C:10]1[NH:12][C:13]1[S:14][C:15]2[CH:21]=[C:20]([O:22][C:23]([F:26])([F:25])[F:24])[CH:19]=[CH:18][C:16]=2[N:17]=1, predict the reactants needed to synthesize it. The reactants are: C[O:2][C:3]([C:5]1[CH:31]=[CH:30][C:8]2[N:9]([CH2:27][CH2:28][F:29])[C:10]([NH:12][C:13]3[S:14][C:15]4[CH:21]=[C:20]([O:22][C:23]([F:26])([F:25])[F:24])[CH:19]=[CH:18][C:16]=4[N:17]=3)=[N:11][C:7]=2[CH:6]=1)=[O:4].[OH-].[Na+].CO.